This data is from Full USPTO retrosynthesis dataset with 1.9M reactions from patents (1976-2016). The task is: Predict the reactants needed to synthesize the given product. (1) Given the product [Cl:25][C:26]1[CH:27]=[CH:28][C:29]([C@@H:32]([N:34]2[C:46]3[C@@H:45]([CH2:47][C:48]([OH:50])=[O:49])[CH2:44][CH2:43][CH2:42][C:41]=3[C:40]3[C:35]2=[C:36]([S:54]([CH3:57])(=[O:55])=[O:56])[CH:37]=[C:38]([F:53])[CH:39]=3)[CH3:33])=[CH:30][CH:31]=1, predict the reactants needed to synthesize it. The reactants are: FC1C=C2C(=C(S(C)(=O)=O)C=1)NC1C(CC(OCC)=O)CCCC2=1.[Cl:25][C:26]1[CH:31]=[CH:30][C:29]([C@@H:32]([N:34]2[C:46]3[C@@H:45]([CH2:47][C:48]([O:50]CC)=[O:49])[CH2:44][CH2:43][CH2:42][C:41]=3[C:40]3[C:35]2=[C:36]([S:54]([CH3:57])(=[O:56])=[O:55])[CH:37]=[C:38]([F:53])[CH:39]=3)[CH3:33])=[CH:28][CH:27]=1.C([O-])(=O)C. (2) Given the product [C:1]1(=[O:11])[NH:5][C:4](=[O:6])[C:3]2=[CH:7][CH:8]=[CH:9][CH:10]=[C:2]12, predict the reactants needed to synthesize it. The reactants are: [C:1]1(=[O:11])[NH:5][C:4](=[O:6])[C:3]2=[CH:7][CH:8]=[CH:9][CH:10]=[C:2]12.[K]. (3) Given the product [CH2:10]([NH:12][C@H:25]1[CH2:30][C@H:29]([CH3:31])[S:28][C:27]2[S:32][CH:33]=[CH:34][C:26]1=2)[CH3:11], predict the reactants needed to synthesize it. The reactants are: C1(S)C=CC=CC=1.[OH-].[K+].[CH2:10]([N:12]([C@H:25]1[CH2:30][C@H:29]([CH3:31])[S:28][C:27]2[S:32][CH:33]=[CH:34][C:26]1=2)S(C1C=CC=CC=1[N+]([O-])=O)(=O)=O)[CH3:11]. (4) The reactants are: [CH3:1][O:2][C:3]1[CH:4]=[C:5]2[C:10](=[CH:11][C:12]=1[O:13][CH3:14])[C:9]([CH3:15])=[N:8][C:7]([C:16]1[CH:17]=[C:18]([CH:20]=[CH:21][CH:22]=1)[NH2:19])=[CH:6]2.CCN(CC)CC.[CH3:30][S:31](Cl)(=[O:33])=[O:32]. Given the product [CH3:1][O:2][C:3]1[CH:4]=[C:5]2[C:10](=[CH:11][C:12]=1[O:13][CH3:14])[C:9]([CH3:15])=[N:8][C:7]([C:16]1[CH:17]=[C:18]([NH:19][S:31]([CH3:30])(=[O:33])=[O:32])[CH:20]=[CH:21][CH:22]=1)=[CH:6]2, predict the reactants needed to synthesize it. (5) Given the product [F:7][C:8]1[CH:9]=[C:10]([CH:15]2[NH:20][CH2:19][CH2:18][O:17][CH2:16]2)[CH:11]=[CH:12][C:13]=1[F:14], predict the reactants needed to synthesize it. The reactants are: [H-].[H-].[H-].[H-].[Li+].[Al+3].[F:7][C:8]1[CH:9]=[C:10]([CH:15]2[NH:20][C:19](=O)[CH2:18][O:17][CH2:16]2)[CH:11]=[CH:12][C:13]=1[F:14]. (6) Given the product [N:1]1([CH:6]2[CH2:11][CH2:10][CH:9]([N:13]3[CH2:16][CH:15]([NH:17][C:18]([CH2:20][NH:21][C:22](=[O:33])[C:23]4[CH:28]=[CH:27][CH:26]=[C:25]([C:29]([F:32])([F:30])[F:31])[CH:24]=4)=[O:19])[CH2:14]3)[CH2:8][CH2:7]2)[CH:5]=[CH:4][N:3]=[CH:2]1, predict the reactants needed to synthesize it. The reactants are: [N:1]1([CH:6]2[CH2:11][CH2:10][C:9](=O)[CH2:8][CH2:7]2)[CH:5]=[CH:4][N:3]=[CH:2]1.[NH:13]1[CH2:16][CH:15]([NH:17][C:18]([CH2:20][NH:21][C:22](=[O:33])[C:23]2[CH:28]=[CH:27][CH:26]=[C:25]([C:29]([F:32])([F:31])[F:30])[CH:24]=2)=[O:19])[CH2:14]1.